Dataset: Forward reaction prediction with 1.9M reactions from USPTO patents (1976-2016). Task: Predict the product of the given reaction. (1) Given the reactants [Br:1][C:2]1[CH:3]=[C:4]2[N:10]=[CH:9][NH:8][C:5]2=[N:6][CH:7]=1.[H-].[Na+].[CH3:13][Si:14]([CH2:17][CH2:18][O:19][CH2:20]Cl)([CH3:16])[CH3:15], predict the reaction product. The product is: [Br:1][C:2]1[CH:3]=[C:4]2[N:10]=[CH:9][N:8]([CH2:20][O:19][CH2:18][CH2:17][Si:14]([CH3:16])([CH3:15])[CH3:13])[C:5]2=[N:6][CH:7]=1. (2) Given the reactants [CH3:1][C:2]1[N:7]=[C:6]([C:8]2[C:12]([C:13]3[CH:18]=[CH:17][N:16]=[C:15]([C:19]4[CH:26]=[CH:25][C:22]([CH:23]=O)=[CH:21][CH:20]=4)[CH:14]=3)=[CH:11][N:10](C(C3C=CC=CC=3)(C3C=CC=CC=3)C3C=CC=CC=3)[N:9]=2)[CH:5]=[CH:4][CH:3]=1.Cl.[CH3:47][O:48][CH:49]1[CH2:54][CH2:53][NH:52][CH2:51][CH2:50]1, predict the reaction product. The product is: [CH3:47][O:48][CH:49]1[CH2:54][CH2:53][N:52]([CH2:23][C:22]2[CH:21]=[CH:20][C:19]([C:15]3[CH:14]=[C:13]([C:12]4[C:8]([C:6]5[CH:5]=[CH:4][CH:3]=[C:2]([CH3:1])[N:7]=5)=[N:9][NH:10][CH:11]=4)[CH:18]=[CH:17][N:16]=3)=[CH:26][CH:25]=2)[CH2:51][CH2:50]1. (3) Given the reactants [NH2:1][CH2:2][C:3]1([C:24]([F:27])([F:26])[F:25])[C:8]2[CH:9]=[C:10]([Br:13])[CH:11]=[CH:12][C:7]=2[N:6]([CH2:14][C:15]2[CH:20]=[CH:19][C:18]([O:21][CH3:22])=[CH:17][CH:16]=2)[C:5](=[O:23])[O:4]1.[F:28][C:29]1[CH:37]=[CH:36][C:32]([C:33](O)=[O:34])=[CH:31][CH:30]=1.O.OC1C2N=NNC=2C=CC=1.C(N(CC)CC)C.Cl.C(N=C=NCCCN(C)C)C, predict the reaction product. The product is: [Br:13][C:10]1[CH:11]=[CH:12][C:7]2[N:6]([CH2:14][C:15]3[CH:20]=[CH:19][C:18]([O:21][CH3:22])=[CH:17][CH:16]=3)[C:5](=[O:23])[O:4][C:3]([CH2:2][NH:1][C:33](=[O:34])[C:32]3[CH:36]=[CH:37][C:29]([F:28])=[CH:30][CH:31]=3)([C:24]([F:26])([F:27])[F:25])[C:8]=2[CH:9]=1. (4) The product is: [Cl:23][C:24]1[CH:32]=[C:31]([F:33])[CH:30]=[CH:29][C:25]=1[C:26]([N:9]1[CH2:8][CH2:7][N:6]2[CH:11]=[C:3]([C:2]([F:12])([F:1])[F:13])[N:4]=[C:5]2[CH2:10]1)=[O:27]. Given the reactants [F:1][C:2]([F:13])([F:12])[C:3]1[N:4]=[C:5]2[CH2:10][NH:9][CH2:8][CH2:7][N:6]2[CH:11]=1.CCN(C(C)C)C(C)C.[Cl:23][C:24]1[CH:32]=[C:31]([F:33])[CH:30]=[CH:29][C:25]=1[C:26](Cl)=[O:27], predict the reaction product.